From a dataset of Catalyst prediction with 721,799 reactions and 888 catalyst types from USPTO. Predict which catalyst facilitates the given reaction. (1) Reactant: [CH3:1][C:2]1[S:3][C:4]2[CH2:5][NH:6][CH2:7][CH2:8][C:9]=2[N:10]=1.Br[CH2:12][B-:13]([F:16])([F:15])[F:14].[K+:17]. Product: [CH3:1][C:2]1[S:3][C:4]2[CH2:5][N:6]([CH2:12][B-:13]([F:16])([F:15])[F:14])[CH2:7][CH2:8][C:9]=2[N:10]=1.[K+:17]. The catalyst class is: 7. (2) Reactant: [CH:1]([N-]C(C)C)(C)C.[Li+].[Cl:9][C:10]1[CH:17]=[C:16]([F:18])[CH:15]=[CH:14][C:11]=1[C:12]#[N:13].IC.CCCCCC.CCOC(C)=O. Product: [Cl:9][C:10]1[C:17]([CH3:1])=[C:16]([F:18])[CH:15]=[CH:14][C:11]=1[C:12]#[N:13]. The catalyst class is: 165. (3) Reactant: CCN(C(C)C)C(C)C.OC(C(F)(F)F)=O.[NH2:17][CH2:18][C:19]([N:21]1[CH2:26][CH2:25][N:24]([C:27](=[O:38])[C:28]2[CH:33]=[CH:32][CH:31]=[CH:30][C:29]=2[C:34]([F:37])([F:36])[F:35])[CH2:23][CH2:22]1)=[O:20].C1C=CC2N(O)N=NC=2C=1.CCN=C=NCCCN(C)C.Cl.[C:61]1([C:67]2[CH:75]=[CH:74][C:70]([C:71](O)=[O:72])=[CH:69][N:68]=2)[CH:66]=[CH:65][CH:64]=[CH:63][CH:62]=1. Product: [O:20]=[C:19]([N:21]1[CH2:22][CH2:23][N:24]([C:27](=[O:38])[C:28]2[CH:33]=[CH:32][CH:31]=[CH:30][C:29]=2[C:34]([F:37])([F:35])[F:36])[CH2:25][CH2:26]1)[CH2:18][NH:17][C:71](=[O:72])[C:70]1[CH:74]=[CH:75][C:67]([C:61]2[CH:66]=[CH:65][CH:64]=[CH:63][CH:62]=2)=[N:68][CH:69]=1. The catalyst class is: 18. (4) Reactant: [CH:1]([N:14]1[C:22]2[C:17](=[CH:18][C:19]([Cl:23])=[CH:20][CH:21]=2)[C:16]([CH2:24][CH2:25][S:26]([C:29]2[CH:34]=[CH:33][C:32]([CH2:35][CH2:36][C:37]([O:39]CC)=[O:38])=[CH:31][CH:30]=2)(=[O:28])=[O:27])=[C:15]1[CH2:42][CH2:43][NH:44][S:45]([CH2:48][C:49]1[CH:54]=[CH:53][CH:52]=[CH:51][C:50]=1[Cl:55])(=[O:47])=[O:46])([C:8]1[CH:13]=[CH:12][CH:11]=[CH:10][CH:9]=1)[C:2]1[CH:7]=[CH:6][CH:5]=[CH:4][CH:3]=1.C1COCC1.[OH-].[Na+]. Product: [CH:1]([N:14]1[C:22]2[C:17](=[CH:18][C:19]([Cl:23])=[CH:20][CH:21]=2)[C:16]([CH2:24][CH2:25][S:26]([C:29]2[CH:34]=[CH:33][C:32]([CH2:35][CH2:36][C:37]([OH:39])=[O:38])=[CH:31][CH:30]=2)(=[O:28])=[O:27])=[C:15]1[CH2:42][CH2:43][NH:44][S:45]([CH2:48][C:49]1[CH:54]=[CH:53][CH:52]=[CH:51][C:50]=1[Cl:55])(=[O:46])=[O:47])([C:2]1[CH:3]=[CH:4][CH:5]=[CH:6][CH:7]=1)[C:8]1[CH:13]=[CH:12][CH:11]=[CH:10][CH:9]=1. The catalyst class is: 5. (5) Reactant: [C:1]([O:5][C:6]([N:8]1[CH2:17][CH2:16][C:15]2[C:10](=[CH:11][C:12]([NH2:18])=[CH:13][CH:14]=2)[CH2:9]1)=[O:7])([CH3:4])([CH3:3])[CH3:2].C([O-])(O)=O.[Na+].[Cl:24][C:25]1[CH:30]=[C:29](Cl)[C:28]([N+:32]([O-:34])=[O:33])=[CH:27][N:26]=1. Product: [C:1]([O:5][C:6]([N:8]1[CH2:17][CH2:16][C:15]2[C:10](=[CH:11][C:12]([NH:18][C:29]3[C:28]([N+:32]([O-:34])=[O:33])=[CH:27][N:26]=[C:25]([Cl:24])[CH:30]=3)=[CH:13][CH:14]=2)[CH2:9]1)=[O:7])([CH3:4])([CH3:2])[CH3:3]. The catalyst class is: 353. (6) Reactant: [CH3:1][N:2]1[CH2:7][C:6]([C:8]2[CH:13]=[CH:12][CH:11]=[CH:10][CH:9]=2)=[C:5]([CH2:14]O)[CH2:4][CH2:3]1.O=S(Cl)[Cl:18]. Product: [Cl:18][CH2:14][C:5]1[CH2:4][CH2:3][N:2]([CH3:1])[CH2:7][C:6]=1[C:8]1[CH:13]=[CH:12][CH:11]=[CH:10][CH:9]=1.[ClH:18]. The catalyst class is: 2. (7) Reactant: [CH3:1][S:2]([CH2:5][CH2:6][C:7]1[N:8]=[CH:9][C:10]([NH2:13])=[N:11][CH:12]=1)(=[O:4])=[O:3].C1C(=O)N([Br:21])C(=O)C1. Product: [Br:21][C:9]1[C:10]([NH2:13])=[N:11][CH:12]=[C:7]([CH2:6][CH2:5][S:2]([CH3:1])(=[O:3])=[O:4])[N:8]=1. The catalyst class is: 10. (8) Reactant: [CH2:1]([O:3][C:4](=[O:21])[CH2:5][C:6]1[CH:11]=[C:10](Br)[CH:9]=[C:8]([O:13][CH2:14][C:15]2[CH:20]=[CH:19][CH:18]=[CH:17][CH:16]=2)[CH:7]=1)[CH3:2].[C:22]1(B(O)O)[CH:27]=[CH:26][CH:25]=[CH:24][CH:23]=1.C([O-])([O-])=O.[K+].[K+]. Product: [CH2:1]([O:3][C:4](=[O:21])[CH2:5][C:6]1[CH:11]=[C:10]([C:22]2[CH:27]=[CH:26][CH:25]=[CH:24][CH:23]=2)[CH:9]=[C:8]([O:13][CH2:14][C:15]2[CH:20]=[CH:19][CH:18]=[CH:17][CH:16]=2)[CH:7]=1)[CH3:2]. The catalyst class is: 108. (9) Reactant: [C:1]([O:5][C:6]([N:8]1[C:16]2[C:11](=[CH:12][C:13](Br)=[C:14]([CH2:17][C:18]3[CH:23]=[CH:22][C:21]([F:24])=[CH:20][CH:19]=3)[CH:15]=2)[C:10]([CH3:27])([CH3:26])[CH2:9]1)=[O:7])([CH3:4])([CH3:3])[CH3:2].[CH3:28][N:29](C=O)C. Product: [C:1]([O:5][C:6]([N:8]1[C:16]2[C:11](=[CH:12][C:13]([C:28]#[N:29])=[C:14]([CH2:17][C:18]3[CH:23]=[CH:22][C:21]([F:24])=[CH:20][CH:19]=3)[CH:15]=2)[C:10]([CH3:27])([CH3:26])[CH2:9]1)=[O:7])([CH3:4])([CH3:3])[CH3:2]. The catalyst class is: 380. (10) Reactant: [Cl:1][C:2]1[CH:22]=[C:21]([NH:23][S:24]([CH3:27])(=[O:26])=[O:25])[CH:20]=[CH:19][C:3]=1[C:4]([CH:6]([C:14]([CH:16]1[CH2:18][CH2:17]1)=[O:15])C(OC(C)(C)C)=O)=[O:5].C1(C)C=CC(S(O)(=O)=O)=CC=1. Product: [Cl:1][C:2]1[CH:22]=[C:21]([NH:23][S:24]([CH3:27])(=[O:25])=[O:26])[CH:20]=[CH:19][C:3]=1[C:4](=[O:5])[CH2:6][C:14]([CH:16]1[CH2:17][CH2:18]1)=[O:15]. The catalyst class is: 11.